Dataset: Forward reaction prediction with 1.9M reactions from USPTO patents (1976-2016). Task: Predict the product of the given reaction. (1) Given the reactants C1N=CN([C:6](N2C=NC=C2)=[O:7])C=1.[S:13]1[C:17]2[CH:18]=[CH:19][CH:20]=[CH:21][C:16]=2[N:15]=[C:14]1[NH2:22].[CH:23]([NH:26][CH2:27][CH2:28][CH:29]([C:36]1[CH:41]=[CH:40][CH:39]=[CH:38][CH:37]=1)[C:30]1[CH:35]=[CH:34][CH:33]=[CH:32][CH:31]=1)([CH3:25])[CH3:24].CN(C=O)C, predict the reaction product. The product is: [S:13]1[C:17]2[CH:18]=[CH:19][CH:20]=[CH:21][C:16]=2[N:15]=[C:14]1[NH:22][C:6](=[O:7])[N:26]([CH2:27][CH2:28][CH:29]([C:30]1[CH:31]=[CH:32][CH:33]=[CH:34][CH:35]=1)[C:36]1[CH:41]=[CH:40][CH:39]=[CH:38][CH:37]=1)[CH:23]([CH3:25])[CH3:24]. (2) Given the reactants [N:1]1([N:7]2[C:11](=[O:12])[CH2:10][S:9][C:8]2=[O:13])[CH2:6][CH2:5][O:4][CH2:3][CH2:2]1.[Cl:14][C:15]1[CH:32]=[CH:31][C:18]([CH2:19][N:20]2[C:28]3[C:23](=[CH:24][C:25]([CH:29]=O)=[CH:26][CH:27]=3)[CH:22]=[N:21]2)=[C:17]([C:33]([F:36])([F:35])[F:34])[CH:16]=1, predict the reaction product. The product is: [Cl:14][C:15]1[CH:32]=[CH:31][C:18]([CH2:19][N:20]2[C:28]3[C:23](=[CH:24][C:25](/[CH:29]=[C:10]4/[C:11](=[O:12])[N:7]([N:1]5[CH2:6][CH2:5][O:4][CH2:3][CH2:2]5)[C:8](=[O:13])[S:9]/4)=[CH:26][CH:27]=3)[CH:22]=[N:21]2)=[C:17]([C:33]([F:34])([F:36])[F:35])[CH:16]=1. (3) Given the reactants [F:1][C:2]([F:7])([F:6])[CH2:3][CH2:4]I.O1C=CC=C1P(C1OC=CC=1)C1OC=CC=1.C([Sn](CCCC)(CCCC)[C:29]#[C:30][C:31]1[CH:36]=[CH:35][CH:34]=[CH:33][CH:32]=1)CCC, predict the reaction product. The product is: [F:1][C:2]([F:7])([F:6])[CH2:3][CH2:4][C:29]#[C:30][C:31]1[CH:36]=[CH:35][CH:34]=[CH:33][CH:32]=1. (4) Given the reactants [CH2:1]([O:3][C:4]1[CH:5]=[C:6]2[C:11](=[CH:12][C:13]=1[O:14][CH2:15][CH3:16])[N:10]=[CH:9][C:8]([C:17]([NH2:19])=[O:18])=[C:7]2[NH:20][C:21]1[CH:26]=[CH:25][CH:24]=[C:23]([CH2:27]O)[C:22]=1[CH2:29][CH3:30])[CH3:2].S(Cl)([Cl:33])=O, predict the reaction product. The product is: [Cl:33][CH2:27][C:23]1[C:22]([CH2:29][CH3:30])=[C:21]([NH:20][C:7]2[C:6]3[C:11](=[CH:12][C:13]([O:14][CH2:15][CH3:16])=[C:4]([O:3][CH2:1][CH3:2])[CH:5]=3)[N:10]=[CH:9][C:8]=2[C:17]([NH2:19])=[O:18])[CH:26]=[CH:25][CH:24]=1. (5) Given the reactants [NH2:1][C:2]1[S:6][N:5]=[C:4]([CH3:7])[C:3]=1[C:8]([NH:10][C:11]1[CH:16]=[CH:15][CH:14]=[CH:13][C:12]=1[CH2:17][CH3:18])=[O:9].Br[C:20]1[C:25]([C:26]([F:29])([F:28])[F:27])=[CH:24][CH:23]=[CH:22][N:21]=1.C(=O)([O-])[O-].[Cs+].[Cs+].CC1(C)C2C(=C(P(C3C=CC=CC=3)C3C=CC=CC=3)C=CC=2)OC2C(P(C3C=CC=CC=3)C3C=CC=CC=3)=CC=CC1=2, predict the reaction product. The product is: [CH2:17]([C:12]1[CH:13]=[CH:14][CH:15]=[CH:16][C:11]=1[NH:10][C:8]([C:3]1[C:4]([CH3:7])=[N:5][S:6][C:2]=1[NH:1][C:20]1[C:25]([C:26]([F:29])([F:28])[F:27])=[CH:24][CH:23]=[CH:22][N:21]=1)=[O:9])[CH3:18]. (6) Given the reactants [C:1]([C:3]1[N:4]=[C:5]([C:8]([NH:10][C:11]2[CH:19]=[CH:18][C:14]([C:15](O)=[O:16])=[CH:13][C:12]=2[C:20]2[CH2:25][CH2:24][C:23]([CH3:27])([CH3:26])[CH2:22][CH:21]=2)=[O:9])[NH:6][CH:7]=1)#[N:2].Cl.C([O:31][C:32](=[O:42])[C@H:33]([CH2:35][CH2:36][C:37]([O:39]CC)=[O:38])[NH2:34])C.CN(C)CCCN=C=NCC.ON1C2C=CC=CC=2N=N1.CCN(C(C)C)C(C)C.[OH-].[K+].C(O)(C(F)(F)F)=O, predict the reaction product. The product is: [C:1]([C:3]1[N:4]=[C:5]([C:8]([NH:10][C:11]2[CH:19]=[CH:18][C:14]([C:15]([NH:34][C@H:33]([C:32]([OH:31])=[O:42])[CH2:35][CH2:36][C:37]([OH:39])=[O:38])=[O:16])=[CH:13][C:12]=2[C:20]2[CH2:25][CH2:24][C:23]([CH3:27])([CH3:26])[CH2:22][CH:21]=2)=[O:9])[NH:6][CH:7]=1)#[N:2]. (7) Given the reactants Cl.[NH:2]1[CH2:7][CH2:6][CH:5]([C:8]2[S:9][CH:10]=[C:11]([C:13]3[CH2:17][CH:16]([C:18]4[CH:25]=[CH:24][CH:23]=[CH:22][C:19]=4[CH:20]=[O:21])[O:15][N:14]=3)[N:12]=2)[CH2:4][CH2:3]1.[Cl:26][C:27]1[CH:32]=[CH:31][C:30]([CH3:33])=[C:29]([N:34]=[C:35]=[O:36])[CH:28]=1.O, predict the reaction product. The product is: [Cl:26][C:27]1[CH:32]=[CH:31][C:30]([CH3:33])=[C:29]([NH:34][C:35]([N:2]2[CH2:3][CH2:4][CH:5]([C:8]3[S:9][CH:10]=[C:11]([C:13]4[CH2:17][CH:16]([C:18]5[CH:25]=[CH:24][CH:23]=[CH:22][C:19]=5[CH:20]=[O:21])[O:15][N:14]=4)[N:12]=3)[CH2:6][CH2:7]2)=[O:36])[CH:28]=1.